From a dataset of Reaction yield outcomes from USPTO patents with 853,638 reactions. Predict the reaction yield, written as a fraction of the theoretical maximum amount of product (1.0 means a 100% yield; for example, 0.34 means a 34% yield). (1) The reactants are Br[C:2]1[CH:3]=[C:4]([CH:8]2[O:12][CH2:11][CH2:10][O:9]2)[CH:5]=[CH:6][CH:7]=1.[F:13][C:14]([F:28])([F:27])[C:15]1[CH:16]=[C:17]([CH:20]=[C:21]([C:23]([F:26])([F:25])[F:24])[CH:22]=1)[CH2:18][NH2:19].C1C=CC(P(C2C(C3C(P(C4C=CC=CC=4)C4C=CC=CC=4)=CC=C4C=3C=CC=C4)=C3C(C=CC=C3)=CC=2)C2C=CC=CC=2)=CC=1.C(O[Na])(C)(C)C. The catalyst is C1(C)C=CC=CC=1.CC([O-])=O.CC([O-])=O.[Pd+2]. The product is [F:13][C:14]([F:27])([F:28])[C:15]1[CH:16]=[C:17]([CH:20]=[C:21]([C:23]([F:26])([F:24])[F:25])[CH:22]=1)[CH2:18][NH:19][C:2]1[CH:7]=[CH:6][CH:5]=[C:4]([CH:8]2[O:12][CH2:11][CH2:10][O:9]2)[CH:3]=1. The yield is 0.800. (2) The reactants are Cl.[F:2][C:3]1[CH:4]=[C:5]([CH:19]=[CH:20][CH:21]=1)[CH2:6][O:7][C:8]1[CH:18]=[CH:17][C:11]2[CH2:12][CH2:13][NH:14][CH2:15][CH2:16][C:10]=2[CH:9]=1.C(=O)([O-])[O-].[K+].[K+].Cl[CH2:29][C:30]([NH2:32])=[O:31]. The catalyst is CC(C)=O. The product is [F:2][C:3]1[CH:4]=[C:5]([CH:19]=[CH:20][CH:21]=1)[CH2:6][O:7][C:8]1[CH:18]=[CH:17][C:11]2[CH2:12][CH2:13][N:14]([CH2:29][C:30]([NH2:32])=[O:31])[CH2:15][CH2:16][C:10]=2[CH:9]=1. The yield is 0.510. (3) The reactants are [Cl:1][C:2]1[C:3]([N:12]2[CH:16]=[C:15]([CH:17]([CH:19]3[CH2:24][CH2:23][CH2:22][CH2:21][CH2:20]3)O)[C:14]([CH3:25])=[N:13]2)=[N:4][CH:5]=[C:6]([C:8]([F:11])([F:10])[F:9])[CH:7]=1.[NH2:26][C:27]1[CH:32]=[CH:31][C:30]([C:33]([N:35]([CH3:43])[CH2:36][CH2:37][C:38]([O:40]CC)=[O:39])=[O:34])=[CH:29][CH:28]=1. No catalyst specified. The product is [Cl:1][C:2]1[C:3]([N:12]2[CH:16]=[C:15]([CH:17]([NH:26][C:27]3[CH:28]=[CH:29][C:30]([C:33]([N:35]([CH3:43])[CH2:36][CH2:37][C:38]([OH:40])=[O:39])=[O:34])=[CH:31][CH:32]=3)[CH:19]3[CH2:24][CH2:23][CH2:22][CH2:21][CH2:20]3)[C:14]([CH3:25])=[N:13]2)=[N:4][CH:5]=[C:6]([C:8]([F:11])([F:10])[F:9])[CH:7]=1. The yield is 0.0500. (4) The reactants are [NH:1](/[C:8](/[NH:21][CH:22]([CH3:24])[CH3:23])=[CH:9]\[C:10]([C:12]1[C:13](Cl)=[N:14][C:15]([Cl:19])=[C:16]([F:18])[CH:17]=1)=[O:11])[C:2]1[CH:7]=[CH:6][CH:5]=[CH:4][CH:3]=1.[H-].[Na+]. The catalyst is CN(C=O)C.O. The product is [Cl:19][C:15]1[N:14]=[C:13]2[C:12]([C:10](=[O:11])[CH:9]=[C:8]([NH:21][CH:22]([CH3:24])[CH3:23])[N:1]2[C:2]2[CH:7]=[CH:6][CH:5]=[CH:4][CH:3]=2)=[CH:17][C:16]=1[F:18]. The yield is 0.640. (5) The reactants are C([O:8][CH2:9][CH2:10][CH2:11][CH2:12][CH2:13][CH2:14][NH:15][C:16]([NH:18][S:19]([C:22]1[CH:27]=[CH:26][C:25]([CH3:28])=[CH:24][CH:23]=1)(=[O:21])=[O:20])=[NH:17])C1C=CC=CC=1.C.C(O)(=O)C. The catalyst is CO.[Pd]. The product is [OH:8][CH2:9][CH2:10][CH2:11][CH2:12][CH2:13][CH2:14][NH:15][C:16]([NH:18][S:19]([C:22]1[CH:23]=[CH:24][C:25]([CH3:28])=[CH:26][CH:27]=1)(=[O:21])=[O:20])=[NH:17]. The yield is 1.00. (6) The reactants are [Br:1][C:2]1[CH:3]=[C:4]([N+:12]([O-:14])=[O:13])[C:5]([CH3:11])=[C:6]([CH:10]=1)[C:7]([OH:9])=[O:8].IC.[C:17](=O)([O-])[O-].[Na+].[Na+]. The catalyst is CN(C=O)C. The product is [Br:1][C:2]1[CH:3]=[C:4]([N+:12]([O-:14])=[O:13])[C:5]([CH3:11])=[C:6]([CH:10]=1)[C:7]([O:9][CH3:17])=[O:8]. The yield is 0.945. (7) The reactants are C[O:2][C:3](=O)[CH2:4][C:5]1[CH:10]=[CH:9][C:8]([O:11][CH3:12])=[CH:7][CH:6]=1.[H-].C([Al+]CC(C)C)C(C)C. The catalyst is C1(C)C=CC=CC=1. The product is [CH3:12][O:11][C:8]1[CH:9]=[CH:10][C:5]([CH2:4][CH:3]=[O:2])=[CH:6][CH:7]=1. The yield is 1.00. (8) The reactants are [Cl:1][C:2]1[C:7]([CH:8]=O)=[CH:6][CH:5]=[CH:4][C:3]=1[C:10]1[C:15]([CH3:16])=[CH:14][CH:13]=[CH:12][C:11]=1[CH3:17].[NH2:18][C:19]1[CH:31]=[CH:30][C:22]2[C@H:23]([CH2:26][C:27]([O-:29])=[O:28])[CH2:24][O:25][C:21]=2[CH:20]=1.[C:32](O)(=O)C.C(O[BH-](OC(=O)C)OC(=O)C)(=O)C.[Na+].[Cl-].[NH4+]. The catalyst is C(#N)C.O. The product is [Cl:1][C:2]1[C:7]([CH2:8][NH:18][C:19]2[CH:31]=[CH:30][C:22]3[C@H:23]([CH2:26][C:27]([O:29][CH3:32])=[O:28])[CH2:24][O:25][C:21]=3[CH:20]=2)=[CH:6][CH:5]=[CH:4][C:3]=1[C:10]1[C:15]([CH3:16])=[CH:14][CH:13]=[CH:12][C:11]=1[CH3:17]. The yield is 0.900.